The task is: Predict the reactants needed to synthesize the given product.. This data is from Full USPTO retrosynthesis dataset with 1.9M reactions from patents (1976-2016). (1) Given the product [C:18]([O:17][C:16]([N:15]([C:3]1[N:4]=[C:5]2[CH:10]=[CH:9][C:8]([C:11]([F:13])([F:12])[F:14])=[CH:7][N:6]2[C:2]=1[CH3:1])[S:31]([C:25]1[CH:30]=[CH:29][CH:28]=[CH:27][CH:26]=1)(=[O:33])=[O:32])=[O:22])([CH3:19])([CH3:21])[CH3:20], predict the reactants needed to synthesize it. The reactants are: [CH3:1][C:2]1[N:6]2[CH:7]=[C:8]([C:11]([F:14])([F:13])[F:12])[CH:9]=[CH:10][C:5]2=[N:4][C:3]=1[NH:15][C:16](=[O:22])[O:17][C:18]([CH3:21])([CH3:20])[CH3:19].[H-].[Na+].[C:25]1([S:31](Cl)(=[O:33])=[O:32])[CH:30]=[CH:29][CH:28]=[CH:27][CH:26]=1. (2) Given the product [C:1](=[C:4]([CH2:6][CH:7]([CH2:13][CH:14]=[CH2:15])[CH2:8][OH:9])[F:5])([F:3])[F:2], predict the reactants needed to synthesize it. The reactants are: [C:1](=[C:4]([CH2:6][CH:7]([CH2:13][CH:14]=[CH2:15])[CH2:8][O:9]COC)[F:5])([F:3])[F:2].CO.Cl. (3) Given the product [NH:20]1[C:21]2[C:26](=[CH:25][CH:24]=[CH:23][CH:22]=2)[C:18]([CH2:17][CH2:16][NH:15][CH2:1][C:3]2[CH:8]=[CH:7][C:6]([CH:9]=[CH:10][C:11]([O:13][CH3:14])=[O:12])=[CH:5][CH:4]=2)=[CH:19]1, predict the reactants needed to synthesize it. The reactants are: [CH:1]([C:3]1[CH:8]=[CH:7][C:6]([CH:9]=[CH:10][C:11]([O:13][CH3:14])=[O:12])=[CH:5][CH:4]=1)=O.[NH2:15][CH2:16][CH2:17][C:18]1[C:26]2[C:21](=[CH:22][CH:23]=[CH:24][CH:25]=2)[NH:20][CH:19]=1.[BH-](OC(C)=O)(OC(C)=O)OC(C)=O.[Na+].C([O-])([O-])=O.[K+].[K+]. (4) Given the product [CH3:1][O:2][CH2:3][O:4][CH2:5][C:6]1[N:7]=[CH:8][C:9]([CH2:10][OH:11])=[CH:15][CH:16]=1, predict the reactants needed to synthesize it. The reactants are: [CH3:1][O:2][CH2:3][O:4][CH2:5][C:6]1[CH:16]=[CH:15][C:9]([C:10](OCC)=[O:11])=[CH:8][N:7]=1.[H-].[Al+3].[Li+].[H-].[H-].[H-].[OH-].[Na+].C([O-])(=O)C.[NH4+]. (5) Given the product [Br:1][C:2]1[CH:7]=[C:6]([CH3:8])[CH:5]=[CH:4][C:3]=1[N:9]1[C:10]2=[N:11][C:12]3[C:23]([Cl:24])=[CH:22][CH:21]=[C:20]([CH:25]([CH2:28][CH3:29])[CH2:26][CH3:27])[C:13]=3[N:14]2[CH2:15][CH2:16][CH2:17][CH2:18]1, predict the reactants needed to synthesize it. The reactants are: [Br:1][C:2]1[CH:7]=[C:6]([CH3:8])[CH:5]=[CH:4][C:3]=1[NH:9][C:10]1[N:14]([CH2:15][CH2:16][CH2:17][CH2:18]O)[C:13]2[C:20]([CH:25]([CH2:28][CH3:29])[CH2:26][CH3:27])=[CH:21][CH:22]=[C:23]([Cl:24])[C:12]=2[N:11]=1.CS(Cl)(=O)=O.C(=O)([O-])[O-].[K+].[K+].